Dataset: Catalyst prediction with 721,799 reactions and 888 catalyst types from USPTO. Task: Predict which catalyst facilitates the given reaction. (1) Reactant: [F:1][C:2]1[C:3]2[CH:4]=[C:5]3[C:14]4[N:15]=[C:16]([C:19]5[C:20]([N:39]([CH3:44])[S:40]([CH3:43])(=[O:42])=[O:41])=[CH:21][C:22]6[O:26][C:25]([C:27]7[CH:32]=[CH:31][NH:30][C:29](=[O:33])[CH:28]=7)=[C:24]([C:34]([NH:36][CH3:37])=[O:35])[C:23]=6[CH:38]=5)[CH:17]=[CH:18][C:13]=4[O:12][CH2:11][N:6]3[C:7]=2[CH:8]=[CH:9][CH:10]=1.[C:45]([O-])([O-])=O.[K+].[K+].CI. Product: [F:1][C:2]1[C:3]2[CH:4]=[C:5]3[C:14]4[N:15]=[C:16]([C:19]5[C:20]([N:39]([CH3:44])[S:40]([CH3:43])(=[O:42])=[O:41])=[CH:21][C:22]6[O:26][C:25]([C:27]7[CH:32]=[CH:31][N:30]([CH3:45])[C:29](=[O:33])[CH:28]=7)=[C:24]([C:34]([NH:36][CH3:37])=[O:35])[C:23]=6[CH:38]=5)[CH:17]=[CH:18][C:13]=4[O:12][CH2:11][N:6]3[C:7]=2[CH:8]=[CH:9][CH:10]=1. The catalyst class is: 3. (2) Reactant: [Br-].[CH2:2]([P+](C1C=CC=CC=1)(C1C=CC=CC=1)C1C=CC=CC=1)[CH2:3][CH2:4][CH2:5][CH2:6][CH3:7].C1C=CC=CC=1.C[Si]([N-][Si](C)(C)C)(C)C.[Na+].[CH3:43][O:44][C:45]1[CH:64]=[CH:63][C:48]([C:49]([C:51]2[CH:56]=[CH:55][C:54]([O:57][CH3:58])=[C:53]([C:59]([O:61][CH3:62])=[O:60])[CH:52]=2)=O)=[CH:47][C:46]=1[C:65]([O:67][CH3:68])=[O:66]. Product: [CH3:2][CH2:3][CH2:4][CH2:5][CH2:6][CH:7]=[C:49]([C:51]1[CH:56]=[CH:55][C:54]([O:57][CH3:58])=[C:53]([C:59]([O:61][CH3:62])=[O:60])[CH:52]=1)[C:48]1[CH:63]=[CH:64][C:45]([O:44][CH3:43])=[C:46]([C:65]([O:67][CH3:68])=[O:66])[CH:47]=1. The catalyst class is: 1. (3) Reactant: [CH2:1]([O:8][C:9](=[O:24])[CH2:10][CH2:11][C@H:12]([C:21]([OH:23])=O)[NH:13][C:14]([O:16][C:17]([CH3:20])([CH3:19])[CH3:18])=[O:15])[C:2]1[CH:7]=[CH:6][CH:5]=[CH:4][CH:3]=1.CCN(C(C)C)C(C)C.CCOC(C(C#N)=NOC(N1CCOCC1)=[N+](C)C)=O.F[P-](F)(F)(F)(F)F.Cl.[CH3:62][O:63][C:64]1[CH:65]=[C:66]([C:72]2[C@@H:81]3[C@@H:76]([CH2:77][CH2:78][CH2:79][CH2:80]3)[C:75](=[O:82])[N:74]([CH:83]3[CH2:88][CH2:87][NH:86][CH2:85][CH2:84]3)[N:73]=2)[CH:67]=[CH:68][C:69]=1[O:70][CH3:71].C(=O)(O)[O-].[Na+]. Product: [C:17]([O:16][C:14]([NH:13][C@@H:12]([C:21]([N:86]1[CH2:87][CH2:88][CH:83]([N:74]2[N:73]=[C:72]([C:66]3[CH:67]=[CH:68][C:69]([O:70][CH3:71])=[C:64]([O:63][CH3:62])[CH:65]=3)[C@@H:81]3[C@@H:76]([CH2:77][CH2:78][CH2:79][CH2:80]3)[C:75]2=[O:82])[CH2:84][CH2:85]1)=[O:23])[CH2:11][CH2:10][C:9]([O:8][CH2:1][C:2]1[CH:3]=[CH:4][CH:5]=[CH:6][CH:7]=1)=[O:24])=[O:15])([CH3:18])([CH3:19])[CH3:20]. The catalyst class is: 2. (4) Reactant: Br[C:2]1[N:6]([C:7]2[CH:12]=[CH:11][CH:10]=[C:9]([Cl:13])[C:8]=2[Cl:14])[N:5]=[CH:4][N:3]=1.[CH3:15][O:16][C:17]1[CH:24]=[CH:23][CH:22]=[CH:21][C:18]=1[CH2:19][NH2:20]. Product: [Cl:14][C:8]1[C:9]([Cl:13])=[CH:10][CH:11]=[CH:12][C:7]=1[N:6]1[C:2]([NH:20][CH2:19][C:18]2[CH:21]=[CH:22][CH:23]=[CH:24][C:17]=2[O:16][CH3:15])=[N:3][CH:4]=[N:5]1. The catalyst class is: 195. (5) Reactant: [CH3:1][P:2](=[O:7])([O:5][CH3:6])[O:3][CH3:4].[Li]CCCC.[C:13]1([CH2:19][C:20](OC)=[O:21])[CH:18]=[CH:17][CH:16]=[CH:15][CH:14]=1. Product: [O:21]=[C:20]([CH2:19][C:13]1[CH:18]=[CH:17][CH:16]=[CH:15][CH:14]=1)[CH2:1][P:2](=[O:7])([O:5][CH3:6])[O:3][CH3:4]. The catalyst class is: 1. (6) Reactant: [OH:1][C:2]1[CH:9]=[C:8]([O:10][CH3:11])[CH:7]=[CH:6][C:3]=1[CH:4]=O.C([O-])=O.[NH4+]. Product: [CH3:11][O:10][C:8]1[CH:7]=[CH:6][C:3]([CH3:4])=[C:2]([OH:1])[CH:9]=1. The catalyst class is: 331. (7) Reactant: [CH3:1][O:2][C:3]1[CH:8]=[CH:7][CH:6]=[C:5]([NH2:9])[CH:4]=1.N1C=CC=CC=1.[C:16](Cl)(=[O:25])[CH:17]=[CH:18][C:19]1[CH:24]=[CH:23][CH:22]=[CH:21][CH:20]=1.C(OCC)(=O)C. Product: [CH3:1][O:2][C:3]1[CH:4]=[C:5]([NH:9][C:16](=[O:25])[CH:17]=[CH:18][C:19]2[CH:24]=[CH:23][CH:22]=[CH:21][CH:20]=2)[CH:6]=[CH:7][CH:8]=1. The catalyst class is: 2. (8) Reactant: [F:1][C:2]([F:13])([F:12])[C:3]1[N:11]=[C:6]2[CH:7]=[N:8][CH:9]=[CH:10][N:5]2[N:4]=1. Product: [F:12][C:2]([F:1])([F:13])[C:3]1[N:11]=[C:6]2[CH2:7][NH:8][CH2:9][CH2:10][N:5]2[N:4]=1. The catalyst class is: 63.